Dataset: NCI-60 drug combinations with 297,098 pairs across 59 cell lines. Task: Regression. Given two drug SMILES strings and cell line genomic features, predict the synergy score measuring deviation from expected non-interaction effect. (1) Drug 1: CCC1(CC2CC(C3=C(CCN(C2)C1)C4=CC=CC=C4N3)(C5=C(C=C6C(=C5)C78CCN9C7C(C=CC9)(C(C(C8N6C)(C(=O)OC)O)OC(=O)C)CC)OC)C(=O)OC)O.OS(=O)(=O)O. Cell line: SF-268. Synergy scores: CSS=11.6, Synergy_ZIP=-3.74, Synergy_Bliss=-2.42, Synergy_Loewe=-4.98, Synergy_HSA=-2.37. Drug 2: C1CCC(C(C1)N)N.C(=O)(C(=O)[O-])[O-].[Pt+4]. (2) Drug 1: CCC1(CC2CC(C3=C(CCN(C2)C1)C4=CC=CC=C4N3)(C5=C(C=C6C(=C5)C78CCN9C7C(C=CC9)(C(C(C8N6C=O)(C(=O)OC)O)OC(=O)C)CC)OC)C(=O)OC)O.OS(=O)(=O)O. Drug 2: COC1=NC(=NC2=C1N=CN2C3C(C(C(O3)CO)O)O)N. Cell line: IGROV1. Synergy scores: CSS=-0.929, Synergy_ZIP=1.04, Synergy_Bliss=1.76, Synergy_Loewe=-1.44, Synergy_HSA=-1.33. (3) Drug 1: C1C(C(OC1N2C=C(C(=O)NC2=O)F)CO)O. Drug 2: CCC1=C2CN3C(=CC4=C(C3=O)COC(=O)C4(CC)O)C2=NC5=C1C=C(C=C5)O. Cell line: MDA-MB-231. Synergy scores: CSS=20.8, Synergy_ZIP=-8.41, Synergy_Bliss=-2.06, Synergy_Loewe=1.30, Synergy_HSA=3.35. (4) Drug 1: C1=CC=C(C(=C1)C(C2=CC=C(C=C2)Cl)C(Cl)Cl)Cl. Drug 2: COC1=C2C(=CC3=C1OC=C3)C=CC(=O)O2. Cell line: RXF 393. Synergy scores: CSS=0.263, Synergy_ZIP=-0.413, Synergy_Bliss=-1.46, Synergy_Loewe=-0.637, Synergy_HSA=-2.41. (5) Drug 1: CC1=C2C(C(=O)C3(C(CC4C(C3C(C(C2(C)C)(CC1OC(=O)C(C(C5=CC=CC=C5)NC(=O)OC(C)(C)C)O)O)OC(=O)C6=CC=CC=C6)(CO4)OC(=O)C)O)C)O. Drug 2: C(CC(=O)O)C(=O)CN.Cl. Cell line: NCI-H522. Synergy scores: CSS=25.3, Synergy_ZIP=-5.59, Synergy_Bliss=-5.90, Synergy_Loewe=-34.7, Synergy_HSA=-7.44. (6) Drug 1: C1CNP(=O)(OC1)N(CCCl)CCCl. Drug 2: CC(C)(C1=NC(=CC=C1)N2C3=NC(=NC=C3C(=O)N2CC=C)NC4=CC=C(C=C4)N5CCN(CC5)C)O. Cell line: T-47D. Synergy scores: CSS=6.89, Synergy_ZIP=3.27, Synergy_Bliss=1.61, Synergy_Loewe=-4.25, Synergy_HSA=-0.313. (7) Drug 1: C#CCC(CC1=CN=C2C(=N1)C(=NC(=N2)N)N)C3=CC=C(C=C3)C(=O)NC(CCC(=O)O)C(=O)O. Drug 2: C1CNP(=O)(OC1)N(CCCl)CCCl. Cell line: SF-295. Synergy scores: CSS=0.476, Synergy_ZIP=1.61, Synergy_Bliss=4.01, Synergy_Loewe=-4.08, Synergy_HSA=1.36. (8) Drug 1: CC(C1=C(C=CC(=C1Cl)F)Cl)OC2=C(N=CC(=C2)C3=CN(N=C3)C4CCNCC4)N. Drug 2: CN1C(=O)N2C=NC(=C2N=N1)C(=O)N. Cell line: CCRF-CEM. Synergy scores: CSS=16.5, Synergy_ZIP=3.28, Synergy_Bliss=-1.99, Synergy_Loewe=-42.9, Synergy_HSA=-7.01.